Dataset: Full USPTO retrosynthesis dataset with 1.9M reactions from patents (1976-2016). Task: Predict the reactants needed to synthesize the given product. (1) Given the product [NH:34]1[C:38]2[CH:39]=[CH:40][CH:41]=[CH:42][C:37]=2[N:36]=[C:35]1[CH2:43][N:11]([C@H:9]1[C:10]2[N:1]=[CH:2][CH:3]=[CH:4][C:5]=2[CH2:6][CH2:7][CH2:8]1)[CH2:12][CH2:13][CH2:14][CH2:15][N:16]1[C:24](=[O:25])[C:23]2[C:18](=[CH:19][CH:20]=[CH:21][CH:22]=2)[C:17]1=[O:26], predict the reactants needed to synthesize it. The reactants are: [N:1]1[C:10]2[C@H:9]([NH:11][CH2:12][CH2:13][CH2:14][CH2:15][N:16]3[C:24](=[O:25])[C:23]4[C:18](=[CH:19][CH:20]=[CH:21][CH:22]=4)[C:17]3=[O:26])[CH2:8][CH2:7][CH2:6][C:5]=2[CH:4]=[CH:3][CH:2]=1.C(OC([N:34]1[C:38]2[CH:39]=[CH:40][CH:41]=[CH:42][C:37]=2[N:36]=[C:35]1[CH2:43]Cl)=O)(C)(C)C.C(N(C(C)C)CC)(C)C. (2) Given the product [F:8][C:6]1[CH:5]=[C:4]([C:9]2[CH:10]=[CH:11][C:12](=[O:33])[N:13]([CH2:15][C:16]3[CH:21]=[CH:20][CH:19]=[C:18]([C:22]4[S:23][C:24]([CH:27]5[CH2:32][CH2:31][N:30]([CH3:36])[CH2:29][CH2:28]5)=[CH:25][N:26]=4)[CH:17]=3)[N:14]=2)[CH:3]=[C:2]([F:1])[CH:7]=1, predict the reactants needed to synthesize it. The reactants are: [F:1][C:2]1[CH:3]=[C:4]([C:9]2[CH:10]=[CH:11][C:12](=[O:33])[N:13]([CH2:15][C:16]3[CH:21]=[CH:20][CH:19]=[C:18]([C:22]4[S:23][C:24]([CH:27]5[CH2:32][CH2:31][NH:30][CH2:29][CH2:28]5)=[CH:25][N:26]=4)[CH:17]=3)[N:14]=2)[CH:5]=[C:6]([F:8])[CH:7]=1.C=O.[C:36](O[BH-](OC(=O)C)OC(=O)C)(=O)C.[Na+].